The task is: Predict the reaction yield, written as a fraction of the theoretical maximum amount of product (1.0 means a 100% yield; for example, 0.34 means a 34% yield).. This data is from Reaction yield outcomes from USPTO patents with 853,638 reactions. (1) The reactants are [N+](=C)=[N-].[CH3:4]N(N=O)S(C1C=CC(C)=CC=1)(=O)=O.[OH-].[K+].[O:20]=[C:21]1[C:34]2[C:33]([C:35]([OH:37])=[O:36])=[CH:32][CH:31]=[CH:30][C:29]=2[O:28][C:27]2[C:22]1=[CH:23][CH:24]=[CH:25][CH:26]=2. The catalyst is CO. The product is [CH3:4][O:36][C:35]([C:33]1[C:34]2[C:21](=[O:20])[C:22]3[C:27](=[CH:26][CH:25]=[CH:24][CH:23]=3)[O:28][C:29]=2[CH:30]=[CH:31][CH:32]=1)=[O:37]. The yield is 1.00. (2) The reactants are [NH2:1][C@@H:2]([CH2:4][OH:5])[CH3:3].[C:6]1(=O)[O:11][C:9](=[O:10])[C:8]2=[CH:12][CH:13]=[CH:14][CH:15]=[C:7]12. The catalyst is C(Cl)Cl. The product is [OH:5][CH2:4][C@H:2]([N:1]1[C:9](=[O:10])[C:8]2[C:7](=[CH:15][CH:14]=[CH:13][CH:12]=2)[C:6]1=[O:11])[CH3:3]. The yield is 0.850. (3) The reactants are Cl.O.[Cl-].[NH4+].[Cl:5][C:6]1[C:11]([CH3:12])=[C:10]([NH:13]O)[C:9]([C:15]2[CH:20]=[C:19]([F:21])[CH:18]=[C:17]([F:22])[CH:16]=2)=[C:8]([C:23](=[O:25])[CH3:24])[CH:7]=1. The catalyst is C(O)C.[Fe]. The product is [NH2:13][C:10]1[C:9]([C:15]2[CH:16]=[C:17]([F:22])[CH:18]=[C:19]([F:21])[CH:20]=2)=[C:8]([C:23](=[O:25])[CH3:24])[CH:7]=[C:6]([Cl:5])[C:11]=1[CH3:12]. The yield is 0.720.